This data is from Forward reaction prediction with 1.9M reactions from USPTO patents (1976-2016). The task is: Predict the product of the given reaction. (1) Given the reactants Br[CH2:2][C:3]([C:5]1[C:6]([C:11]2[CH:16]=[CH:15][CH:14]=[CH:13][CH:12]=2)=[N:7][O:8][C:9]=1[CH3:10])=O.[NH2:17][C:18]1[CH:23]=[C:22]([Br:24])[CH:21]=[CH:20][N:19]=1, predict the reaction product. The product is: [Br:24][C:22]1[CH:21]=[CH:20][N:19]2[CH:2]=[C:3]([C:5]3[C:6]([C:11]4[CH:16]=[CH:15][CH:14]=[CH:13][CH:12]=4)=[N:7][O:8][C:9]=3[CH3:10])[N:17]=[C:18]2[CH:23]=1. (2) Given the reactants [Br:1][C:2]1[CH:3]=[CH:4][C:5]([N:8]2[CH2:13][CH2:12][NH:11][C:10](=[O:14])[CH2:9]2)=[N:6][CH:7]=1.[CH3:15][C:16]([O:19][C:20](O[C:20]([O:19][C:16]([CH3:18])([CH3:17])[CH3:15])=[O:21])=[O:21])([CH3:18])[CH3:17].C(N(CC)CC)C.CN(C=O)C, predict the reaction product. The product is: [Br:1][C:2]1[CH:3]=[CH:4][C:5]([N:8]2[CH2:13][CH2:12][N:11]([C:20]([O:19][C:16]([CH3:18])([CH3:17])[CH3:15])=[O:21])[C:10](=[O:14])[CH2:9]2)=[N:6][CH:7]=1. (3) Given the reactants Cl[C:2]1[CH:3]=[CH:4][C:5]2[C:11](=[O:12])[C:10]3[CH:13]=[CH:14][CH:15]=[C:16]([O:17][CH3:18])[C:9]=3[CH2:8][CH2:7][C:6]=2[CH:19]=1.[C:20]1([NH2:27])[CH:25]=[CH:24][CH:23]=[CH:22][C:21]=1[NH2:26].P.O(C(C)(C)C)[Na], predict the reaction product. The product is: [NH2:26][C:21]1[CH:22]=[CH:23][CH:24]=[CH:25][C:20]=1[NH:27][C:2]1[CH:3]=[CH:4][C:5]2[C:11](=[O:12])[C:10]3[CH:13]=[CH:14][CH:15]=[C:16]([O:17][CH3:18])[C:9]=3[CH2:8][CH2:7][C:6]=2[CH:19]=1. (4) Given the reactants [NH2:1][C:2]1[C:7]([Cl:8])=[CH:6][C:5]([Br:9])=[CH:4][C:3]=1[OH:10].C1N=CN([C:16](N2C=NC=C2)=[O:17])C=1, predict the reaction product. The product is: [Br:9][C:5]1[CH:6]=[C:7]([Cl:8])[C:2]2[NH:1][C:16](=[O:17])[O:10][C:3]=2[CH:4]=1. (5) Given the reactants [Cl:1][C:2]1[CH:3]=[C:4]([C:9](=O)[CH2:10][C:11](=O)[C:12]([F:15])([F:14])[F:13])[CH:5]=[CH:6][C:7]=1[Cl:8].[NH2:18][C:19]1[C:23]([C:24]2[CH:29]=[C:28]([CH3:30])[N:27]=[C:26]([CH3:31])[CH:25]=2)=[CH:22][NH:21][N:20]=1, predict the reaction product. The product is: [Cl:1][C:2]1[CH:3]=[C:4]([C:9]2[CH:10]=[C:11]([C:12]([F:15])([F:14])[F:13])[N:20]3[N:21]=[CH:22][C:23]([C:24]4[CH:29]=[C:28]([CH3:30])[N:27]=[C:26]([CH3:31])[CH:25]=4)=[C:19]3[N:18]=2)[CH:5]=[CH:6][C:7]=1[Cl:8].